From a dataset of Forward reaction prediction with 1.9M reactions from USPTO patents (1976-2016). Predict the product of the given reaction. (1) The product is: [CH3:20][C:15]1[CH:14]=[C:13]([C:11]2[N:35]=[C:36]([NH2:38])[S:37][C:10]=2[C:21]2[CH:26]=[CH:25][N:24]=[C:23]([O:27][CH2:28][C:29]3[CH:34]=[CH:33][CH:32]=[CH:31][CH:30]=3)[CH:22]=2)[CH:18]=[C:17]([CH3:19])[CH:16]=1. Given the reactants C(N(CC)CC)C.Br.Br[CH:10]([C:21]1[CH:26]=[CH:25][N:24]=[C:23]([O:27][CH2:28][C:29]2[CH:34]=[CH:33][CH:32]=[CH:31][CH:30]=2)[CH:22]=1)[C:11]([C:13]1[CH:18]=[C:17]([CH3:19])[CH:16]=[C:15]([CH3:20])[CH:14]=1)=O.[NH2:35][C:36]([NH2:38])=[S:37], predict the reaction product. (2) Given the reactants [CH3:1][CH:2]1[CH2:7][CH:6]([C:8]2[CH:17]=[CH:16][CH:15]=[C:14]3[C:9]=2[CH:10]=[CH:11][C:12]([CH3:18])=[N:13]3)[CH2:5][CH2:4][N:3]1[CH2:19][CH2:20][C:21]1[CH:30]=[CH:29][CH:28]=[C:27]2[C:22]=1[CH2:23][CH2:24][C:25]1[N:26]2[CH:31]=[N:32][C:33]=1[C:34]([OH:36])=O.C[Si](C)(C)[NH:39][Si](C)(C)C, predict the reaction product. The product is: [CH3:1][CH:2]1[CH2:7][CH:6]([C:8]2[CH:17]=[CH:16][CH:15]=[C:14]3[C:9]=2[CH:10]=[CH:11][C:12]([CH3:18])=[N:13]3)[CH2:5][CH2:4][N:3]1[CH2:19][CH2:20][C:21]1[CH:30]=[CH:29][CH:28]=[C:27]2[C:22]=1[CH2:23][CH2:24][C:25]1[N:26]2[CH:31]=[N:32][C:33]=1[C:34]([NH2:39])=[O:36]. (3) Given the reactants C([O:3][C:4](=[O:44])[C:5]1[CH:10]=[CH:9][C:8]([CH2:11][CH2:12][CH2:13][N:14]2[C@@H:18]([CH2:19][OH:20])[C@H:17]([C:21]3[CH:26]=[CH:25][CH:24]=[C:23]([Cl:27])[C:22]=3[F:28])[C@:16]([C:31]3[CH:36]=[CH:35][C:34]([Cl:37])=[CH:33][C:32]=3[F:38])([C:29]#[N:30])[C@@H:15]2[CH2:39][C:40]([CH3:43])([CH3:42])[CH3:41])=[CH:7][CH:6]=1)C.[OH-].[K+], predict the reaction product. The product is: [Cl:27][C:23]1[C:22]([F:28])=[C:21]([C@H:17]2[C@H:18]([CH2:19][OH:20])[N:14]([CH2:13][CH2:12][CH2:11][C:8]3[CH:9]=[CH:10][C:5]([C:4]([OH:44])=[O:3])=[CH:6][CH:7]=3)[C@@H:15]([CH2:39][C:40]([CH3:43])([CH3:42])[CH3:41])[C@@:16]2([C:31]2[CH:36]=[CH:35][C:34]([Cl:37])=[CH:33][C:32]=2[F:38])[C:29]#[N:30])[CH:26]=[CH:25][CH:24]=1. (4) Given the reactants [NH2:1][CH:2]([C:5]1[CH:10]=[CH:9][CH:8]=[CH:7][C:6]=1[Cl:11])[CH2:3][OH:4].[N:12]([C:15]1[CH:20]=[CH:19][C:18]([C:21]2[N:25]=[CH:24][N:23]([C:26]3[CH:31]=[CH:30][C:29]([C:32]([F:35])([F:34])[F:33])=[CH:28][CH:27]=3)[N:22]=2)=[CH:17][CH:16]=1)=[C:13]=[S:14], predict the reaction product. The product is: [Cl:11][C:6]1[CH:7]=[CH:8][CH:9]=[CH:10][C:5]=1[CH:2]([NH:1][C:13]([NH:12][C:15]1[CH:20]=[CH:19][C:18]([C:21]2[N:25]=[CH:24][N:23]([C:26]3[CH:31]=[CH:30][C:29]([C:32]([F:35])([F:33])[F:34])=[CH:28][CH:27]=3)[N:22]=2)=[CH:17][CH:16]=1)=[S:14])[CH2:3][OH:4]. (5) Given the reactants [N+:1]([C:4]1[CH:9]=[CH:8][C:7]([N:10]2[CH2:15][CH2:14][N:13]([C:16]([O:18]C3C=CC([N+]([O-])=O)=CC=3)=O)[CH2:12][CH2:11]2)=[CH:6][CH:5]=1)([O-:3])=[O:2].[NH:28]1[CH2:33][CH2:32][CH2:31][CH2:30][CH2:29]1, predict the reaction product. The product is: [N+:1]([C:4]1[CH:5]=[CH:6][C:7]([N:10]2[CH2:11][CH2:12][N:13]([C:16]([N:28]3[CH2:33][CH2:32][CH2:31][CH2:30][CH2:29]3)=[O:18])[CH2:14][CH2:15]2)=[CH:8][CH:9]=1)([O-:3])=[O:2]. (6) The product is: [Cl:3][C:4]1[CH:5]=[CH:6][C:7]([CH:10]([OH:14])[CH2:11][O:12][CH3:13])=[CH:8][CH:9]=1. Given the reactants [BH4-].[Na+].[Cl:3][C:4]1[CH:9]=[CH:8][C:7]([C:10](=[O:14])[CH2:11][O:12][CH3:13])=[CH:6][CH:5]=1, predict the reaction product. (7) Given the reactants [F:1][C:2]1[CH:7]=[C:6]([F:8])[C:5]([F:9])=[CH:4][C:3]=1[CH:10]1[CH2:19][CH2:18][C:13]2([O:17][CH2:16][CH2:15][O:14]2)[CH2:12][CH:11]1[C:20]([O-:22])=[O:21].[CH3:23][O-].[Na+], predict the reaction product. The product is: [F:1][C:2]1[CH:7]=[C:6]([F:8])[C:5]([F:9])=[CH:4][C:3]=1[C@@H:10]1[CH2:19][CH2:18][C:13]2([O:14][CH2:15][CH2:16][O:17]2)[CH2:12][C@H:11]1[C:20]([O:22][CH3:23])=[O:21]. (8) Given the reactants C([O:3][C:4]([C:6]1[N:7]=[C:8]([C:11]2[CH:16]=[CH:15][C:14]([CH3:17])=[CH:13][C:12]=2[N+:18]([O-:20])=[O:19])[S:9][CH:10]=1)=O)C.[BH4-].[Na+].Cl, predict the reaction product. The product is: [CH3:17][C:14]1[CH:15]=[CH:16][C:11]([C:8]2[S:9][CH:10]=[C:6]([CH2:4][OH:3])[N:7]=2)=[C:12]([N+:18]([O-:20])=[O:19])[CH:13]=1.